From a dataset of Forward reaction prediction with 1.9M reactions from USPTO patents (1976-2016). Predict the product of the given reaction. (1) Given the reactants I[CH2:2][C@@H:3]([CH3:16])[CH2:4][N:5]1[C:14]2[C:9](=[CH:10][CH:11]=[CH:12][CH:13]=2)[CH:8]=[CH:7][C:6]1=[O:15].[CH2:17]([O:20][CH:21]1[CH2:26][CH2:25][NH:24][CH2:23][CH2:22]1)[CH2:18][CH3:19], predict the reaction product. The product is: [CH3:16][CH:3]([CH2:2][N:24]1[CH2:25][CH2:26][CH:21]([O:20][CH2:17][CH2:18][CH3:19])[CH2:22][CH2:23]1)[CH2:4][N:5]1[C:14]2[C:9](=[CH:10][CH:11]=[CH:12][CH:13]=2)[CH:8]=[CH:7][C:6]1=[O:15]. (2) Given the reactants I[C:2]1[C:10]2[C:5](=[CH:6][CH:7]=[C:8]([C:11]3[CH:16]=[N:15][CH:14]=[C:13]([O:17][CH:18]([CH3:20])[CH3:19])[N:12]=3)[CH:9]=2)[N:4]([S:21]([C:24]2[CH:30]=[CH:29][C:27]([CH3:28])=[CH:26][CH:25]=2)(=[O:23])=[O:22])[CH:3]=1.C([Sn](CCCC)(CCCC)[C:36]1[N:41]=[C:40]([NH:42][C@@H:43]2[CH2:48][CH2:47][CH2:46][N:45]([C:49]([O:51][C:52]([CH3:55])([CH3:54])[CH3:53])=[O:50])[CH2:44]2)[CH:39]=[N:38][CH:37]=1)CCC.O, predict the reaction product. The product is: [CH:18]([O:17][C:13]1[N:12]=[C:11]([C:8]2[CH:9]=[C:10]3[C:5](=[CH:6][CH:7]=2)[N:4]([S:21]([C:24]2[CH:25]=[CH:26][C:27]([CH3:28])=[CH:29][CH:30]=2)(=[O:22])=[O:23])[CH:3]=[C:2]3[C:36]2[N:41]=[C:40]([NH:42][C@@H:43]3[CH2:48][CH2:47][CH2:46][N:45]([C:49]([O:51][C:52]([CH3:53])([CH3:54])[CH3:55])=[O:50])[CH2:44]3)[CH:39]=[N:38][CH:37]=2)[CH:16]=[N:15][CH:14]=1)([CH3:20])[CH3:19]. (3) Given the reactants [CH:1]([S:4]([C:7]1[CH:8]=[CH:9][C:10]([C:13]([O:15][CH3:16])=[O:14])=[N:11][CH:12]=1)(=[O:6])=[O:5])([CH3:3])[CH3:2].[Br:17]N1C(=O)CCC1=O.C(Cl)(Cl)Cl, predict the reaction product. The product is: [Br:17][C:12]1[N:11]=[C:10]([C:13]([O:15][CH3:16])=[O:14])[CH:9]=[CH:8][C:7]=1[S:4]([CH:1]([CH3:3])[CH3:2])(=[O:6])=[O:5]. (4) The product is: [CH3:12][O:13][CH:14]([O:17][CH3:18])[C:15]1[CH:4]=[CH:3][C:2]([F:1])=[C:9]([F:10])[C:8]=1[F:11]. Given the reactants [F:1][C:2]1[C:9]([F:10])=[C:8]([F:11])C=C[C:3]=1[CH:4]=O.[CH3:12][O:13][C:14]([O:17][CH3:18])(C)[CH3:15], predict the reaction product. (5) Given the reactants [NH2:1][CH2:2][CH2:3][N:4]1[C:12]([C:13]2[CH:18]=[CH:17][CH:16]=[C:15](Cl)[CH:14]=2)=[C:11]2[C:6]([N:7]([CH3:23])[C:8](=[O:22])[N:9]([CH3:21])[C:10]2=[O:20])=[CH:5]1.BrC1C=[C:27]([O:31]C)C=CC=1, predict the reaction product. The product is: [NH2:1][CH2:2][CH2:3][N:4]1[C:12]([C:13]2[CH:18]=[CH:17][CH:16]=[C:15]([O:31][CH3:27])[CH:14]=2)=[C:11]2[C:6]([N:7]([CH3:23])[C:8](=[O:22])[N:9]([CH3:21])[C:10]2=[O:20])=[CH:5]1. (6) Given the reactants [CH3:1][O:2][C:3]1[CH:10]=[CH:9][C:8]([C:11]([F:14])([F:13])[F:12])=[CH:7][C:4]=1[CH:5]=O.[C:15]([NH:18][NH2:19])([NH2:17])=[NH:16].[ClH:20], predict the reaction product. The product is: [ClH:20].[CH3:1][O:2][C:3]1[CH:10]=[CH:9][C:8]([C:11]([F:14])([F:13])[F:12])=[CH:7][C:4]=1[CH:5]=[N:19][NH:18][C:15]([NH2:17])=[NH:16]. (7) Given the reactants [S:1]1[C:5]([C:6]2[CH:7]=[CH:8][C:9]([O:14][CH3:15])=[C:10]([CH:13]=2)C=O)=[CH:4][C:3]2[CH:16]=[CH:17][CH:18]=[CH:19][C:2]1=2.C[C:21]([CH3:24])([O-:23])[CH3:22].[K+].[CH3:26][O:27][C:28](=[O:59])[C:29]1[CH:34]=[CH:33]C(C(P(OC2C=CC=CC=2)(OC2C=CC=CC=2)=O)NC2C=CC=CC=2)=[CH:31][CH:30]=1.Cl, predict the reaction product. The product is: [CH3:26][O:27][C:28](=[O:59])[C:29]1[CH:34]=[CH:33][C:22]([C:21](=[O:23])[CH2:24][C:10]2[CH:13]=[C:6]([C:5]3[S:1][C:2]4[CH:19]=[CH:18][CH:17]=[CH:16][C:3]=4[CH:4]=3)[CH:7]=[CH:8][C:9]=2[O:14][CH3:15])=[CH:31][CH:30]=1.